This data is from Forward reaction prediction with 1.9M reactions from USPTO patents (1976-2016). The task is: Predict the product of the given reaction. (1) The product is: [Br:1][C:2]1[CH:3]=[C:4]2[C:8](=[C:9]([C:11]([O:13][CH3:14])=[O:12])[CH:10]=1)[NH:7][CH:6]=[CH:5]2. Given the reactants [Br:1][C:2]1[CH:3]=[C:4]2[C:8](=[C:9]([C:11]([O:13][CH3:14])=[O:12])[CH:10]=1)[NH:7][CH2:6][CH2:5]2, predict the reaction product. (2) Given the reactants [N+:1]([C:4]1[CH:12]=[CH:11][CH:10]=[C:9]2[C:5]=1[CH2:6][N:7]([CH2:14][CH2:15][CH:16]1[CH2:21][CH2:20][N:19]([C:22]([O:24][C:25]([CH3:28])([CH3:27])[CH3:26])=[O:23])[CH2:18][CH2:17]1)[C:8]2=[O:13])([O-])=O, predict the reaction product. The product is: [NH2:1][C:4]1[CH:12]=[CH:11][CH:10]=[C:9]2[C:5]=1[CH2:6][N:7]([CH2:14][CH2:15][CH:16]1[CH2:21][CH2:20][N:19]([C:22]([O:24][C:25]([CH3:28])([CH3:27])[CH3:26])=[O:23])[CH2:18][CH2:17]1)[C:8]2=[O:13]. (3) Given the reactants [Cl:1][C:2]1[CH:7]=[CH:6][C:5]([C:8]2[NH:9][CH:10]=[C:11]([C:13]([OH:15])=O)[N:12]=2)=[C:4]([F:16])[CH:3]=1.[CH:17]([NH:20][N:21]=[C:22]([NH2:24])[CH3:23])([CH3:19])[CH3:18].CN(C(ON1N=NC2C=CC=CC1=2)=[N+](C)C)C.F[P-](F)(F)(F)(F)F, predict the reaction product. The product is: [Cl:1][C:2]1[CH:7]=[CH:6][C:5]([C:8]2[NH:9][CH:10]=[C:11]([C:13]([N:24]=[C:22]([NH:21][NH:20][CH:17]([CH3:19])[CH3:18])[CH3:23])=[O:15])[N:12]=2)=[C:4]([F:16])[CH:3]=1. (4) Given the reactants S(Cl)([Cl:3])=O.[CH3:5][O:6][C:7]1[CH:8]=[C:9]([C:13]2[O:14][C:15]([CH3:20])=[C:16]([CH3:19])[N+:17]=2[O-])[CH:10]=[CH:11][CH:12]=1, predict the reaction product. The product is: [ClH:3].[Cl:3][CH2:19][C:16]1[N:17]=[C:13]([C:9]2[CH:10]=[CH:11][CH:12]=[C:7]([O:6][CH3:5])[CH:8]=2)[O:14][C:15]=1[CH3:20]. (5) Given the reactants [CH3:1][C@H:2]1[C@@H:7]([N:8]([C:10]2[N:18]=[CH:17][N:16]=[C:15]3[C:11]=2[CH:12]=[CH:13][NH:14]3)[CH3:9])[CH2:6][N:5]([C:19]([CH2:21][C:22]#[N:23])=[O:20])[CH2:4][CH2:3]1.Cl.O.[C:26]([OH:38])(=[O:37])[CH2:27][C:28]([CH2:33][C:34]([OH:36])=[O:35])([C:30]([OH:32])=[O:31])[OH:29].C(=O)([O-])[O-].[K+].[K+], predict the reaction product. The product is: [CH3:1][C@H:2]1[C@@H:7]([N:8]([C:10]2[N:18]=[CH:17][N:16]=[C:15]3[C:11]=2[CH:12]=[CH:13][NH:14]3)[CH3:9])[CH2:6][N:5]([C:19]([CH2:21][C:22]#[N:23])=[O:20])[CH2:4][CH2:3]1.[CH2:33]([C:28]([OH:29])([C:30]([OH:32])=[O:31])[CH2:27][C:26]([OH:38])=[O:37])[C:34]([OH:36])=[O:35]. (6) The product is: [CH2:1]([C@@H:3]([C@@H:7]([CH2:14][C:15]1[N:16]=[CH:17][N:18]([CH3:20])[CH:19]=1)[CH2:8][O:9][C:10](=[O:13])[CH2:11][CH3:12])[C:4]([O:6][CH2:22][CH2:23][O:24][C:25]1[CH:26]=[C:27]([CH:28]=[O:29])[CH:30]=[CH:31][C:32]=1[CH3:33])=[O:5])[CH3:2]. Given the reactants [CH2:1]([C@@H:3]([C@@H:7]([CH2:14][C:15]1[N:16]=[CH:17][N:18]([CH3:20])[CH:19]=1)[CH2:8][O:9][C:10](=[O:13])[CH2:11][CH3:12])[C:4]([OH:6])=[O:5])[CH3:2].I[CH2:22][CH2:23][O:24][C:25]1[CH:26]=[C:27]([CH:30]=[CH:31][C:32]=1[CH3:33])[CH:28]=[O:29].C1CCN2C(=NCCC2)CC1, predict the reaction product. (7) Given the reactants [NH2:1][CH2:2][C:3]([N:5]1[CH2:14][CH2:13][C:12]2[C:7](=[CH:8][CH:9]=[C:10]([F:16])[C:11]=2[Br:15])[CH:6]1[CH2:17][C:18]([OH:20])=O)=[O:4].BrC1C(F)=CC=C2C=1CCN(C(=O)CNC(OC(C)(C)C)=O)C2CC(O)=O, predict the reaction product. The product is: [Br:15][C:11]1[C:10]([F:16])=[CH:9][CH:8]=[C:7]2[C:12]=1[CH2:13][CH2:14][N:5]1[C:3](=[O:4])[CH2:2][NH:1][C:18](=[O:20])[CH:17]=[C:6]12.